This data is from Catalyst prediction with 721,799 reactions and 888 catalyst types from USPTO. The task is: Predict which catalyst facilitates the given reaction. (1) Reactant: [N+:1]([C:4]1[CH:9]=[CH:8][C:7]([C:10]2[CH:15]=[CH:14][CH:13]=[CH:12][CH:11]=2)=[CH:6][C:5]=1[O:16][C:17]1[CH:24]=[CH:23][C:20]([C:21]#[N:22])=[CH:19][CH:18]=1)([O-])=O.O.O.[Sn](Cl)Cl. Product: [NH2:1][C:4]1[CH:9]=[CH:8][C:7]([C:10]2[CH:11]=[CH:12][CH:13]=[CH:14][CH:15]=2)=[CH:6][C:5]=1[O:16][C:17]1[CH:18]=[CH:19][C:20]([C:21]#[N:22])=[CH:23][CH:24]=1. The catalyst class is: 5. (2) Reactant: [P:1]([O-:5])([O-:4])([OH:3])=[O:2].[Na+:6].[Na+].[O-:8][P:9]([O:12]P([O-])([O-])=O)(=[O:11])[O-:10]. Product: [P:1]([O-:5])([O-:4])([OH:3])=[O:2].[Na+:6].[Na+:6].[P:9](=[O:8])([OH:12])([OH:11])[OH:10]. The catalyst class is: 6. (3) Reactant: [Si]([O:8][CH2:9][CH2:10][CH2:11][NH:12][CH3:13])(C(C)(C)C)(C)C.[C:14](O[C:14]([O:16][C:17]([CH3:20])([CH3:19])[CH3:18])=[O:15])([O:16][C:17]([CH3:20])([CH3:19])[CH3:18])=[O:15].[F-].C([N+](CCCC)(CCCC)CCCC)CCC. Product: [OH:8][CH2:9][CH2:10][CH2:11][N:12]([CH3:13])[C:14](=[O:15])[O:16][C:17]([CH3:20])([CH3:19])[CH3:18]. The catalyst class is: 172. (4) Reactant: [NH2:1][C@@H:2]([C@@H:37]([C:46]1[CH:51]=[CH:50][C:49]([Cl:52])=[CH:48][CH:47]=1)[C:38]1[CH:39]=[N:40][C:41]([O:44][CH3:45])=[CH:42][CH:43]=1)[C:3]([NH:5][C:6]1[CH:35]=[CH:34][CH:33]=[C:32]([F:36])[C:7]=1[CH2:8][CH2:9][C@@H:10]1[N:15]([S:16]([C:19]2[CH:24]=[CH:23][CH:22]=[CH:21][CH:20]=2)(=[O:18])=[O:17])[CH2:14][CH2:13][N:12]([C:25]([O:27][C:28]([CH3:31])([CH3:30])[CH3:29])=[O:26])[CH2:11]1)=[O:4].C(N(C(C)C)CC)(C)C.[CH3:62][O:63][C:64](Cl)=[O:65]. Product: [Cl:52][C:49]1[CH:50]=[CH:51][C:46]([C@@H:37]([C:38]2[CH:39]=[N:40][C:41]([O:44][CH3:45])=[CH:42][CH:43]=2)[C@H:2]([NH:1][C:64]([O:63][CH3:62])=[O:65])[C:3]([NH:5][C:6]2[CH:35]=[CH:34][CH:33]=[C:32]([F:36])[C:7]=2[CH2:8][CH2:9][C@@H:10]2[N:15]([S:16]([C:19]3[CH:24]=[CH:23][CH:22]=[CH:21][CH:20]=3)(=[O:18])=[O:17])[CH2:14][CH2:13][N:12]([C:25]([O:27][C:28]([CH3:30])([CH3:29])[CH3:31])=[O:26])[CH2:11]2)=[O:4])=[CH:47][CH:48]=1. The catalyst class is: 4. (5) Reactant: [CH:1]([N:14]1[CH2:19][CH2:18][NH:17][CH2:16][CH2:15]1)([C:8]1[CH:13]=[CH:12][CH:11]=[CH:10][CH:9]=1)[C:2]1[CH:7]=[CH:6][CH:5]=[CH:4][CH:3]=1.C1(C)C=CC=CC=1.Cl[CH2:28][CH:29]=[CH:30][CH2:31][OH:32].C(N(C(C)C)CC)(C)C. Product: [CH:1]([N:14]1[CH2:19][CH2:18][N:17]([CH2:28]/[CH:29]=[CH:30]\[CH2:31][OH:32])[CH2:16][CH2:15]1)([C:8]1[CH:13]=[CH:12][CH:11]=[CH:10][CH:9]=1)[C:2]1[CH:7]=[CH:6][CH:5]=[CH:4][CH:3]=1. The catalyst class is: 3.